Dataset: Full USPTO retrosynthesis dataset with 1.9M reactions from patents (1976-2016). Task: Predict the reactants needed to synthesize the given product. (1) Given the product [CH2:1]([O:3][C:4]([N:6]1[CH:11]([CH2:12][CH3:13])[CH2:10][CH:9]([N:14]([CH2:15][C:16]2[CH:17]=[C:18]([C:26]([F:27])([F:29])[F:28])[CH:19]=[C:20]([C:22]([F:23])([F:24])[F:25])[CH:21]=2)[C:47]([O:49][CH3:50])=[O:48])[C:8]2[C:30]([CH3:34])=[N:31][N:32]([CH3:33])[C:7]1=2)=[O:5])[CH3:2], predict the reactants needed to synthesize it. The reactants are: [CH2:1]([O:3][C:4]([N:6]1[CH:11]([CH2:12][CH3:13])[CH2:10][CH:9]([NH:14][CH2:15][C:16]2[CH:21]=[C:20]([C:22]([F:25])([F:24])[F:23])[CH:19]=[C:18]([C:26]([F:29])([F:28])[F:27])[CH:17]=2)[C:8]2[C:30]([CH3:34])=[N:31][N:32]([CH3:33])[C:7]1=2)=[O:5])[CH3:2].C([O-])([O-])=O.[K+].[K+].C1COCC1.Cl[C:47]([O:49][CH3:50])=[O:48]. (2) Given the product [C:25]([O:24][CH2:23][C:6]([NH:28][C:29](=[O:31])[CH3:30])([CH2:5][O:4][C:1](=[O:3])[CH3:2])[CH2:7][CH2:8][C:9]1[CH:10]=[CH:11][C:12]([C:43]2[CH:44]=[CH:45][C:40]([OH:39])=[CH:41][C:42]=2[F:47])=[CH:13][CH:14]=1)(=[O:27])[CH3:26], predict the reactants needed to synthesize it. The reactants are: [C:1]([O:4][CH2:5][C:6]([NH:28][C:29](=[O:31])[CH3:30])([CH2:23][O:24][C:25](=[O:27])[CH3:26])[CH2:7][CH2:8][C:9]1[CH:14]=[CH:13][C:12](B2OCC(C)(C)CO2)=[CH:11][CH:10]=1)(=[O:3])[CH3:2].C([O:39][C:40]1[CH:45]=[CH:44][C:43](Br)=[C:42]([F:47])[CH:41]=1)C1C=CC=CC=1.C(=O)([O-])O.[Na+].O. (3) Given the product [CH3:12][O:13][C:14](=[O:27])[C:15]1[CH:20]=[C:19]([S:21]([CH3:24])(=[O:22])=[O:23])[C:18]([NH:6][CH:4]2[CH2:3][C:2]([F:1])([F:11])[CH2:5]2)=[CH:17][C:16]=1[CH3:26], predict the reactants needed to synthesize it. The reactants are: [F:1][C:2]1([F:11])[CH2:5][CH:4]([NH:6]S(C)(=O)=O)[CH2:3]1.[CH3:12][O:13][C:14](=[O:27])[C:15]1[CH:20]=[C:19]([S:21]([CH3:24])(=[O:23])=[O:22])[C:18](F)=[CH:17][C:16]=1[CH3:26].C(N=C(N(C)C)N(C)C)(C)(C)C. (4) Given the product [Cl:24][C:17]1[N:16]=[C:15]2[C:20]([N:21]=[CH:22][N:14]2[C@@H:12]2[CH2:13][C@H:9]([N:8]3[N:35]=[C:34]([CH2:32][CH3:33])[CH:38]=[N:37]3)[CH:10]=[CH:11]2)=[C:19]([Cl:23])[N:18]=1, predict the reactants needed to synthesize it. The reactants are: C([N:8](C(OC(C)(C)C)=O)[C@H:9]1[CH2:13][C@@H:12]([N:14]2[CH:22]=[N:21][C:20]3[C:15]2=[N:16][C:17]([Cl:24])=[N:18][C:19]=3[Cl:23])[CH:11]=[CH:10]1)(OC(C)(C)C)=O.[CH2:32]([C:34]1[CH:38]=[N:37]N[N:35]=1)[CH3:33]. (5) Given the product [ClH:27].[CH:19](/[C:2]1[N:6]2[N:7]=[C:8]([NH:11][CH2:12][C:13]3[CH:18]=[CH:17][CH:16]=[CH:15][N:14]=3)[CH:9]=[CH:10][C:5]2=[N:4][CH:3]=1)=[CH:20]\[CH2:21][CH2:22][CH3:23], predict the reactants needed to synthesize it. The reactants are: Br[C:2]1[N:6]2[N:7]=[C:8]([NH:11][CH2:12][C:13]3[CH:18]=[CH:17][CH:16]=[CH:15][N:14]=3)[CH:9]=[CH:10][C:5]2=[N:4][CH:3]=1.[CH:19](/B(O)O)=[CH:20]\[CH2:21][CH2:22][CH3:23].[ClH:27]. (6) Given the product [Br:1][C:2]1[CH:7]=[C:6]([S:8]([F:13])([F:9])([F:10])([F:11])[F:12])[CH:5]=[C:4]([Br:14])[C:3]=1[O:15][CH3:16], predict the reactants needed to synthesize it. The reactants are: [Br:1][C:2]1[CH:7]=[C:6]([S:8]([F:13])([F:12])([F:11])([F:10])[F:9])[CH:5]=[C:4]([Br:14])[C:3]=1[OH:15].[C:16]([O-])([O-])=O.[K+].[K+].CI.CC(=O)OCC.